Predict the reaction yield, written as a fraction of the theoretical maximum amount of product (1.0 means a 100% yield; for example, 0.34 means a 34% yield). From a dataset of Buchwald-Hartwig C-N cross coupling reaction yields with 55,370 reactions. (1) The reactants are COc1ccc(Br)cc1.Cc1ccc(N)cc1.O=S(=O)(O[Pd]1c2ccccc2-c2ccccc2N~1)C(F)(F)F.CC(C)c1cc(C(C)C)c(-c2ccccc2P(C(C)(C)C)C(C)(C)C)c(C(C)C)c1.CN(C)C(=NC(C)(C)C)N(C)C.CCOC(=O)c1ccon1. No catalyst specified. The product is COc1ccc(Nc2ccc(C)cc2)cc1. The yield is 0.365. (2) The reactants are Brc1ccccn1.Cc1ccc(N)cc1.O=S(=O)(O[Pd]1c2ccccc2-c2ccccc2N~1)C(F)(F)F.CC(C)c1cc(C(C)C)c(-c2ccccc2P(C(C)(C)C)C(C)(C)C)c(C(C)C)c1.CN1CCCN2CCCN=C12.Fc1cccc(F)c1-c1ccno1. No catalyst specified. The product is Cc1ccc(Nc2ccccn2)cc1. The yield is 0.796. (3) The reactants are Ic1cccnc1.Cc1ccc(N)cc1.O=S(=O)(O[Pd]1c2ccccc2-c2ccccc2N~1)C(F)(F)F.COc1ccc(OC)c(P(C(C)(C)C)C(C)(C)C)c1-c1c(C(C)C)cc(C(C)C)cc1C(C)C.CN1CCCN2CCCN=C12.Cc1cc(C)on1. No catalyst specified. The product is Cc1ccc(Nc2cccnc2)cc1. The yield is 0.936. (4) The reactants are Ic1cccnc1.Cc1ccc(N)cc1.O=S(=O)(O[Pd]1c2ccccc2-c2ccccc2N~1)C(F)(F)F.COc1ccc(OC)c(P([C@]23C[C@H]4C[C@H](C[C@H](C4)C2)C3)[C@]23C[C@H]4C[C@H](C[C@H](C4)C2)C3)c1-c1c(C(C)C)cc(C(C)C)cc1C(C)C.CCN=P(N=P(N(C)C)(N(C)C)N(C)C)(N(C)C)N(C)C.Cc1ccno1. No catalyst specified. The product is Cc1ccc(Nc2cccnc2)cc1. The yield is 0.0540. (5) The reactants are Brc1cccnc1.Cc1ccc(N)cc1.O=S(=O)(O[Pd]1c2ccccc2-c2ccccc2N~1)C(F)(F)F.COc1ccc(OC)c(P([C@]23C[C@H]4C[C@H](C[C@H](C4)C2)C3)[C@]23C[C@H]4C[C@H](C[C@H](C4)C2)C3)c1-c1c(C(C)C)cc(C(C)C)cc1C(C)C.CN1CCCN2CCCN=C12.Cc1ccon1. No catalyst specified. The product is Cc1ccc(Nc2cccnc2)cc1. The yield is 0.861. (6) The reactants are CCc1ccc(Cl)cc1.Cc1ccc(N)cc1.O=S(=O)(O[Pd]1c2ccccc2-c2ccccc2N~1)C(F)(F)F.COc1ccc(OC)c(P([C@]23C[C@H]4C[C@H](C[C@H](C4)C2)C3)[C@]23C[C@H]4C[C@H](C[C@H](C4)C2)C3)c1-c1c(C(C)C)cc(C(C)C)cc1C(C)C.CN(C)C(=NC(C)(C)C)N(C)C.Cc1ccno1. No catalyst specified. The product is CCc1ccc(Nc2ccc(C)cc2)cc1. The yield is 0.00375. (7) The reactants are Clc1ccccn1.Cc1ccc(N)cc1.O=S(=O)(O[Pd]1c2ccccc2-c2ccccc2N~1)C(F)(F)F.CC(C)c1cc(C(C)C)c(-c2ccccc2P(C(C)(C)C)C(C)(C)C)c(C(C)C)c1.CN(C)C(=NC(C)(C)C)N(C)C.CCOC(=O)c1ccon1. No catalyst specified. The product is Cc1ccc(Nc2ccccn2)cc1. The yield is 0.603. (8) The yield is 0.352. The product is COc1ccc(Nc2ccc(C)cc2)cc1. No catalyst specified. The reactants are COc1ccc(Br)cc1.Cc1ccc(N)cc1.O=S(=O)(O[Pd]1c2ccccc2-c2ccccc2N~1)C(F)(F)F.COc1ccc(OC)c(P(C(C)(C)C)C(C)(C)C)c1-c1c(C(C)C)cc(C(C)C)cc1C(C)C.CN(C)C(=NC(C)(C)C)N(C)C.COC(=O)c1cc(-c2cccs2)on1. (9) The reactants are FC(F)(F)c1ccc(Cl)cc1.Cc1ccc(N)cc1.O=S(=O)(O[Pd]1c2ccccc2-c2ccccc2N~1)C(F)(F)F.COc1ccc(OC)c(P([C@]23C[C@H]4C[C@H](C[C@H](C4)C2)C3)[C@]23C[C@H]4C[C@H](C[C@H](C4)C2)C3)c1-c1c(C(C)C)cc(C(C)C)cc1C(C)C.CN(C)C(=NC(C)(C)C)N(C)C.Cc1ccno1. No catalyst specified. The product is Cc1ccc(Nc2ccc(C(F)(F)F)cc2)cc1. The yield is 0.0340. (10) The reactants are Clc1ccccn1.Cc1ccc(N)cc1.O=S(=O)(O[Pd]1c2ccccc2-c2ccccc2N~1)C(F)(F)F.CC(C)c1cc(C(C)C)c(-c2ccccc2P(C2CCCCC2)C2CCCCC2)c(C(C)C)c1.CCN=P(N=P(N(C)C)(N(C)C)N(C)C)(N(C)C)N(C)C.COC(=O)c1ccno1. No catalyst specified. The product is Cc1ccc(Nc2ccccn2)cc1. The yield is 0.0715.